Dataset: Reaction yield outcomes from USPTO patents with 853,638 reactions. Task: Predict the reaction yield, written as a fraction of the theoretical maximum amount of product (1.0 means a 100% yield; for example, 0.34 means a 34% yield). (1) The reactants are [CH2:1]([C:3]1[CH:4]([C:9]([O:11][CH2:12][CH3:13])=[O:10])[CH2:5][C:6](=[O:8])[CH:7]=1)[CH3:2]. The catalyst is [Pd].CCOC(C)=O. The product is [CH2:1]([CH:3]1[CH2:7][C:6](=[O:8])[CH2:5][CH:4]1[C:9]([O:11][CH2:12][CH3:13])=[O:10])[CH3:2]. The yield is 0.990. (2) The reactants are [F:1][C:2]([F:38])([F:37])[C:3]1[CH:4]=[C:5]([CH:34]=[CH:35][CH:36]=1)[C:6]([NH:8][C:9]1[CH:10]=[C:11]([CH:31]=[CH:32][CH:33]=1)[O:12][C:13]1[CH:14]=[CH:15][C:16]2[N:17]([CH:19]=[C:20]([NH:22][C:23](=[O:30])OCC(Cl)(Cl)Cl)[N:21]=2)[N:18]=1)=[O:7].[CH3:39][N:40]1[CH2:45][CH2:44][NH:43][CH2:42][CH2:41]1.C(N(C(C)C)C(C)C)(C)C. The catalyst is CS(C)=O. The product is [CH3:39][N:40]1[CH2:45][CH2:44][N:43]([C:23]([NH:22][C:20]2[N:21]=[C:16]3[CH:15]=[CH:14][C:13]([O:12][C:11]4[CH:31]=[CH:32][CH:33]=[C:9]([NH:8][C:6](=[O:7])[C:5]5[CH:34]=[CH:35][CH:36]=[C:3]([C:2]([F:38])([F:37])[F:1])[CH:4]=5)[CH:10]=4)=[N:18][N:17]3[CH:19]=2)=[O:30])[CH2:42][CH2:41]1. The yield is 0.500. (3) The reactants are [C:1]([O:5][C:6]([N:8]([CH2:10][C:11]([OH:13])=O)[CH3:9])=[O:7])([CH3:4])([CH3:3])[CH3:2].CCN(CC)CC.ClC(OCC(C)C)=O.Cl.[CH2:30]([O:32][C:33](=[O:37])[CH2:34][NH:35][CH3:36])[CH3:31]. The catalyst is C(Cl)Cl. The product is [CH2:30]([O:32][C:33](=[O:37])[CH2:34][N:35]([C:11](=[O:13])[CH2:10][N:8]([C:6]([O:5][C:1]([CH3:2])([CH3:3])[CH3:4])=[O:7])[CH3:9])[CH3:36])[CH3:31]. The yield is 0.220.